The task is: Predict which catalyst facilitates the given reaction.. This data is from Catalyst prediction with 721,799 reactions and 888 catalyst types from USPTO. (1) Reactant: [F:1][C:2]1[CH:7]=[C:6]([N:8]2[CH2:12][C@H:11]([CH2:13][NH:14][C:15]([O:17]C)=[S:16])[O:10][C:9]2=[O:19])[CH:5]=[CH:4][C:3]=1[N:20]1[CH2:25][CH2:24][N:23]([C:26]([O:28]C(C)(C)C)=O)[CH2:22][CH2:21]1.F[C:34](F)(F)C(O)=O.C(N(CC)CC)C.[Cl:47][C:48]1[CH:56]=[CH:55][CH:54]=[CH:53][C:49]=1C(Cl)=O. Product: [Cl:47][C:48]1[CH:56]=[CH:55][C:54]([C:26]([N:23]2[CH2:22][CH2:21][N:20]([C:3]3[CH:4]=[CH:5][C:6]([N:8]4[CH2:12][C@H:11]([CH2:13][NH:14][C:15](=[O:16])[S:17][CH3:34])[O:10][C:9]4=[O:19])=[CH:7][C:2]=3[F:1])[CH2:25][CH2:24]2)=[O:28])=[CH:53][CH:49]=1. The catalyst class is: 2. (2) Reactant: [Cl-].O[NH3+:3].[C:4](=[O:7])([O-])[OH:5].[Na+].CS(C)=O.[CH2:13]([C:17]1[N:21]([CH2:22][C:23]2[CH:28]=[CH:27][C:26]([C:29]3[C:30]([C:35]#[N:36])=[CH:31][CH:32]=[CH:33][CH:34]=3)=[CH:25][CH:24]=2)[C:20](=[O:37])[N:19]([C:38]2[CH:43]=[CH:42][CH:41]=[CH:40][CH:39]=2)[N:18]=1)[CH2:14][CH2:15][CH3:16]. Product: [CH2:13]([C:17]1[N:21]([CH2:22][C:23]2[CH:28]=[CH:27][C:26]([C:29]3[CH:34]=[CH:33][CH:32]=[CH:31][C:30]=3[C:35]3[NH:3][C:4](=[O:7])[O:5][N:36]=3)=[CH:25][CH:24]=2)[C:20](=[O:37])[N:19]([C:38]2[CH:43]=[CH:42][CH:41]=[CH:40][CH:39]=2)[N:18]=1)[CH2:14][CH2:15][CH3:16]. The catalyst class is: 13. (3) Reactant: N#N.[NH:3]1[C:7]2[CH:8]=[CH:9][CH:10]=[CH:11][C:6]=2[N:5]=[C:4]1[C@H:12]([NH:22][C:23]([NH:25][C@@H:26]1[CH2:31][CH2:30][CH2:29][NH:28][CH2:27]1)=[O:24])[CH2:13][C:14]1[CH:19]=[CH:18][C:17]([O:20][CH3:21])=[CH:16][CH:15]=1.C(N1CC[O:37][CH2:36][CH2:35]1)C.CN(C(ON1N=NC2C=CC=CC1=2)=[N+](C)C)C.[B-](F)(F)(F)F.C(O)(=O)C. Product: [NH:3]1[C:7]2[CH:8]=[CH:9][CH:10]=[CH:11][C:6]=2[N:5]=[C:4]1[C@H:12]([NH:22][C:23]([NH:25][C@@H:26]1[CH2:31][CH2:30][CH2:29][N:28]([C:36](=[O:37])[CH3:35])[CH2:27]1)=[O:24])[CH2:13][C:14]1[CH:15]=[CH:16][C:17]([O:20][CH3:21])=[CH:18][CH:19]=1. The catalyst class is: 751. (4) Reactant: [Br:1][C:2]1[CH:10]=[CH:9][C:5]([C:6]([OH:8])=O)=[CH:4][C:3]=1[O:11][CH3:12].CN(C(ON1N=NC2C=CC=NC1=2)=[N+](C)C)C.F[P-](F)(F)(F)(F)F.C(N(CC)CC)C.[CH3:44][N:45]1[C:49]2[C:50]3[CH:51]=[CH:52][CH:53]=[CH:54][C:55]=3[O:56][C:57]3([CH2:62][CH2:61][NH:60][CH2:59][CH2:58]3)[C:48]=2[CH:47]=[N:46]1. Product: [Br:1][C:2]1[CH:10]=[CH:9][C:5]([C:6]([N:60]2[CH2:61][CH2:62][C:57]3([C:48]4[CH:47]=[N:46][N:45]([CH3:44])[C:49]=4[C:50]4[CH:51]=[CH:52][CH:53]=[CH:54][C:55]=4[O:56]3)[CH2:58][CH2:59]2)=[O:8])=[CH:4][C:3]=1[O:11][CH3:12]. The catalyst class is: 3. (5) Reactant: O1CCCCC1[N:7]1[CH:11]=[C:10]([C:12]2[CH:13]=[C:14]3[C:18](=[CH:19][CH:20]=2)[N:17]([CH2:21][CH:22]2[CH2:27][CH2:26][N:25]([C:28]([O:30][CH2:31][C:32]4[CH:37]=[CH:36][CH:35]=[CH:34][CH:33]=4)=[O:29])[CH2:24][CH2:23]2)[CH:16]=[CH:15]3)[CH:9]=[N:8]1.[BH3-]C#N.[Na+].Cl. Product: [NH:7]1[CH:11]=[C:10]([C:12]2[CH:13]=[C:14]3[C:18](=[CH:19][CH:20]=2)[N:17]([CH2:21][CH:22]2[CH2:23][CH2:24][N:25]([C:28]([O:30][CH2:31][C:32]4[CH:33]=[CH:34][CH:35]=[CH:36][CH:37]=4)=[O:29])[CH2:26][CH2:27]2)[CH2:16][CH2:15]3)[CH:9]=[N:8]1. The catalyst class is: 14. (6) Reactant: Br[C:2]1[CH:7]=[CH:6][C:5]([C@H:8]2[C:17]3[C:12](=[CH:13][C:14]([O:18][CH2:19][CH2:20][CH2:21][N:22]4[CH2:27][CH2:26][CH2:25][CH2:24][CH2:23]4)=[CH:15][CH:16]=3)[C@@H:11]3[CH2:28][CH2:29][CH2:30][N:10]3[CH2:9]2)=[CH:4][CH:3]=1.[C:31]([Cu])#[N:32]. Product: [N:22]1([CH2:21][CH2:20][CH2:19][O:18][C:14]2[CH:13]=[C:12]3[C:17]([C@H:8]([C:5]4[CH:6]=[CH:7][C:2]([C:31]#[N:32])=[CH:3][CH:4]=4)[CH2:9][N:10]4[CH2:30][CH2:29][CH2:28][C@@H:11]43)=[CH:16][CH:15]=2)[CH2:27][CH2:26][CH2:25][CH2:24][CH2:23]1. The catalyst class is: 3. (7) Reactant: [Cl:1][C:2]1[CH:3]=[CH:4][C:5]([OH:21])=[C:6]([CH:20]=1)[C:7]([NH:9][CH2:10][CH2:11][C:12]1[N:13]=[C:14]([CH:17]([CH3:19])[CH3:18])[S:15][CH:16]=1)=[O:8].C(=O)([O-])[O-].[K+].[K+].Br[CH2:29][C:30]([O:32][CH2:33][CH3:34])=[O:31]. Product: [CH2:33]([O:32][C:30](=[O:31])[CH2:29][O:21][C:5]1[CH:4]=[CH:3][C:2]([Cl:1])=[CH:20][C:6]=1[C:7](=[O:8])[NH:9][CH2:10][CH2:11][C:12]1[N:13]=[C:14]([CH:17]([CH3:19])[CH3:18])[S:15][CH:16]=1)[CH3:34]. The catalyst class is: 95.